This data is from Catalyst prediction with 721,799 reactions and 888 catalyst types from USPTO. The task is: Predict which catalyst facilitates the given reaction. (1) Reactant: [Br:1][C:2]1[C:3](Cl)=[N:4][C:5]([Cl:8])=[N:6][CH:7]=1.[OH-:10].[Na+]. Product: [Br:1][C:2]1[C:3]([OH:10])=[N:4][C:5]([Cl:8])=[N:6][CH:7]=1. The catalyst class is: 1. (2) Reactant: CS(O[CH2:6][CH2:7][C@H:8]1[O:14][C@H:13]([C:15]2[CH:20]=[CH:19][CH:18]=[C:17]([O:21][CH3:22])[C:16]=2[O:23][CH3:24])[C:12]2[CH:25]=[C:26]([Cl:29])[CH:27]=[CH:28][C:11]=2[N:10]2[C:30]([CH2:33][C:34]([CH3:37])([CH3:36])[CH3:35])=[N:31][N:32]=[C:9]12)(=O)=O.[C-:38]#[N:39].[Na+].O. Product: [Cl:29][C:26]1[CH:27]=[CH:28][C:11]2[N:10]3[C:30]([CH2:33][C:34]([CH3:35])([CH3:37])[CH3:36])=[N:31][N:32]=[C:9]3[C@@H:8]([CH2:7][CH2:6][C:38]#[N:39])[O:14][C@H:13]([C:15]3[CH:20]=[CH:19][CH:18]=[C:17]([O:21][CH3:22])[C:16]=3[O:23][CH3:24])[C:12]=2[CH:25]=1. The catalyst class is: 16. (3) Reactant: [CH2:1]([O:3][C:4]1[CH:26]=[CH:25][C:7]([C:8]([NH:10][CH2:11][CH2:12][NH:13][C:14]([C:16]2[C:17]([C:21]([F:24])([F:23])[F:22])=[N:18][NH:19][CH:20]=2)=[O:15])=[O:9])=[CH:6][CH:5]=1)[CH3:2].[CH:27]12[O:33][CH:32]1[CH2:31][CH2:30][CH2:29][CH2:28]2.C(=O)([O-])[O-].[Cs+].[Cs+]. Product: [CH2:1]([O:3][C:4]1[CH:5]=[CH:6][C:7]([C:8]([NH:10][CH2:11][CH2:12][NH:13][C:14]([C:16]2[C:17]([C:21]([F:22])([F:23])[F:24])=[N:18][N:19]([CH:31]3[CH2:30][CH2:29][CH2:28][CH2:27][CH:32]3[OH:33])[CH:20]=2)=[O:15])=[O:9])=[CH:25][CH:26]=1)[CH3:2]. The catalyst class is: 25. (4) Reactant: [Br:1][C:2]1[CH:3]=[N:4][C:5](I)=[N:6][CH:7]=1.C1(C)C=CC=C(C)C=1.C([Li])CCC.[C:22]1(=[O:26])[CH2:25][CH2:24][CH2:23]1. Product: [Br:1][C:2]1[CH:3]=[N:4][C:5]([C:22]2([OH:26])[CH2:25][CH2:24][CH2:23]2)=[N:6][CH:7]=1. The catalyst class is: 93. (5) Reactant: [C:1]([O:5][C:6]([N:8]1[CH2:13][CH2:12][C:11]([CH3:17])(C(O)=O)[CH2:10][CH2:9]1)=[O:7])([CH3:4])([CH3:3])[CH3:2].C([N:20]([CH2:23]C)CC)C.C1(P(N=[N+]=[N-])(C2C=CC=CC=2)=[O:32])C=CC=CC=1.[CH2:42]([OH:49])[C:43]1[CH:48]=[CH:47][CH:46]=[CH:45][CH:44]=1. Product: [C:1]([O:5][C:6]([N:8]1[CH2:9][CH2:10][C:11]([NH:20][C:23]([O:49][CH2:42][C:43]2[CH:48]=[CH:47][CH:46]=[CH:45][CH:44]=2)=[O:32])([CH3:17])[CH2:12][CH2:13]1)=[O:7])([CH3:2])([CH3:3])[CH3:4]. The catalyst class is: 11. (6) The catalyst class is: 2. Reactant: [S:1]1[CH:5]=[CH:4][CH:3]=[C:2]1[CH2:6][NH2:7].[C:8]([CH2:12][C:13](Cl)=[O:14])([CH3:11])([CH3:10])[CH3:9].C(O)C(N)(CO)CO. Product: [CH3:9][C:8]([CH3:11])([CH3:10])[CH2:12][C:13]([NH:7][CH2:6][C:2]1[S:1][CH:5]=[CH:4][CH:3]=1)=[O:14]. (7) Reactant: [F:1][C:2]([F:6])([F:5])[CH2:3][OH:4].N1C=CC=CC=1.[F:13][C:14]([F:27])([F:26])[S:15](O[S:15]([C:14]([F:27])([F:26])[F:13])(=[O:17])=[O:16])(=[O:17])=[O:16]. Product: [F:13][C:14]([F:27])([F:26])[S:15]([O:4][CH2:3][C:2]([F:6])([F:5])[F:1])(=[O:17])=[O:16]. The catalyst class is: 2. (8) Reactant: [Cl:1][C:2]1[CH:3]=[C:4]([C:8]([C:10]2[CH:11]=[N:12][C:13]3[C:18]([CH:19]=2)=[CH:17][CH:16]=[CH:15][C:14]=3[N:20]2[CH2:25][CH2:24][N:23](C(OC(C)(C)C)=O)[CH2:22][CH2:21]2)=[O:9])[CH:5]=[CH:6][CH:7]=1.Cl. Product: [ClH:1].[Cl:1][C:2]1[CH:3]=[C:4]([C:8]([C:10]2[CH:11]=[N:12][C:13]3[C:18]([CH:19]=2)=[CH:17][CH:16]=[CH:15][C:14]=3[N:20]2[CH2:25][CH2:24][NH:23][CH2:22][CH2:21]2)=[O:9])[CH:5]=[CH:6][CH:7]=1. The catalyst class is: 12. (9) Reactant: [CH2:1]([C:5]1[N:6]([CH2:19][CH2:20][CH2:21][CH2:22][S:23][C:24]2[CH:29]=[CH:28][CH:27]=[CH:26][CH:25]=2)[C:7]2[C:16]3[CH:15]=[CH:14][CH:13]=[CH:12][C:11]=3[N:10]=[C:9](Cl)[C:8]=2[N:18]=1)[CH2:2][CH2:3][CH3:4].C(C1[N:35](CCCCSC2C=CC=CC=2)C2C3C=CC=CC=3N=C(SC3C=CC=CC=3)C=2N=1)CCC.N.C. Product: [CH2:1]([C:5]1[N:6]([CH2:19][CH2:20][CH2:21][CH2:22][S:23][C:24]2[CH:29]=[CH:28][CH:27]=[CH:26][CH:25]=2)[C:7]2[C:16]3[CH:15]=[CH:14][CH:13]=[CH:12][C:11]=3[N:10]=[C:9]([NH2:35])[C:8]=2[N:18]=1)[CH2:2][CH2:3][CH3:4]. The catalyst class is: 125.